Task: Regression. Given a peptide amino acid sequence and an MHC pseudo amino acid sequence, predict their binding affinity value. This is MHC class I binding data.. Dataset: Peptide-MHC class I binding affinity with 185,985 pairs from IEDB/IMGT The peptide sequence is WMQELRAGA. The MHC is HLA-A30:01 with pseudo-sequence HLA-A30:01. The binding affinity (normalized) is 0.0847.